The task is: Predict the reaction yield, written as a fraction of the theoretical maximum amount of product (1.0 means a 100% yield; for example, 0.34 means a 34% yield).. This data is from Reaction yield outcomes from USPTO patents with 853,638 reactions. (1) The reactants are [C:1]([N:4]1[C:13]2[C:8](=[CH:9][C:10]([C:14]3[CH:24]=[CH:23][C:17]([C:18]([O:20]CC)=[O:19])=[CH:16][CH:15]=3)=[CH:11][CH:12]=2)[C@H:7]([NH:25][C:26]2[CH:31]=[CH:30][C:29]([Cl:32])=[CH:28][CH:27]=2)[CH2:6][C@@H:5]1[CH3:33])(=[O:3])[CH3:2].[OH-].[Na+].Cl. The catalyst is C(O)C. The product is [C:1]([N:4]1[C:13]2[C:8](=[CH:9][C:10]([C:14]3[CH:24]=[CH:23][C:17]([C:18]([OH:20])=[O:19])=[CH:16][CH:15]=3)=[CH:11][CH:12]=2)[C@H:7]([NH:25][C:26]2[CH:27]=[CH:28][C:29]([Cl:32])=[CH:30][CH:31]=2)[CH2:6][C@@H:5]1[CH3:33])(=[O:3])[CH3:2]. The yield is 0.870. (2) The reactants are [O:1]=[C:2]1[NH:6][C:5](=[O:7])[C:4](=[CH:8][C:9]2[CH:14]=[CH:13][C:12]([C:15]3[CH:20]=[CH:19][CH:18]=[C:17]([CH2:21][N:22]([CH2:30][CH3:31])[C:23](=[O:29])[O:24][C:25]([CH3:28])([CH3:27])[CH3:26])[CH:16]=3)=[CH:11][CH:10]=2)[S:3]1. The catalyst is C(OCC)(=O)C. The product is [O:1]=[C:2]1[NH:6][C:5](=[O:7])[CH:4]([CH2:8][C:9]2[CH:10]=[CH:11][C:12]([C:15]3[CH:20]=[CH:19][CH:18]=[C:17]([CH2:21][N:22]([CH2:30][CH3:31])[C:23](=[O:29])[O:24][C:25]([CH3:26])([CH3:28])[CH3:27])[CH:16]=3)=[CH:13][CH:14]=2)[S:3]1. The yield is 0.200.